Dataset: Catalyst prediction with 721,799 reactions and 888 catalyst types from USPTO. Task: Predict which catalyst facilitates the given reaction. (1) Reactant: Cl.Cl.[NH2:3][C:4]1[CH:5]=[C:6]([CH:34]=[CH:35][CH:36]=1)[O:7][C:8]1[CH:9]=[CH:10][C:11]2[N:15]=[C:14]([CH2:16][O:17][C:18]3[CH:31]=[CH:30][C:21]([CH2:22][CH:23]4[S:27][C:26](=[O:28])[NH:25][C:24]4=[O:29])=[CH:20][CH:19]=3)[N:13]([CH3:32])[C:12]=2[CH:33]=1.[C:37]12([N:47]=[C:48]=[O:49])[CH2:46][CH:41]3[CH2:42][CH:43]([CH2:45][CH:39]([CH2:40]3)[CH2:38]1)[CH2:44]2.C(N(CC)CC)C. Product: [C:37]12([NH:47][C:48]([NH:3][C:4]3[CH:36]=[CH:35][CH:34]=[C:6]([O:7][C:8]4[CH:9]=[CH:10][C:11]5[N:15]=[C:14]([CH2:16][O:17][C:18]6[CH:31]=[CH:30][C:21]([CH2:22][CH:23]7[S:27][C:26](=[O:28])[NH:25][C:24]7=[O:29])=[CH:20][CH:19]=6)[N:13]([CH3:32])[C:12]=5[CH:33]=4)[CH:5]=3)=[O:49])[CH2:46][CH:41]3[CH2:42][CH:43]([CH2:45][CH:39]([CH2:40]3)[CH2:38]1)[CH2:44]2. The catalyst class is: 9. (2) Reactant: [C-:1]#[N:2].[Na+].Br[CH2:5][C:6]1[CH:11]=[C:10]([N+:12]([O-:14])=[O:13])[CH:9]=[CH:8][C:7]=1[F:15]. Product: [F:15][C:7]1[CH:8]=[CH:9][C:10]([N+:12]([O-:14])=[O:13])=[CH:11][C:6]=1[CH2:5][C:1]#[N:2]. The catalyst class is: 315. (3) Reactant: [S-:1][C:2]#[N:3].[NH4+].[CH3:5][CH:6]([CH3:11])[CH2:7][C:8](Cl)=[O:9].[Cl:12][C:13]1[CH:14]=[C:15]([CH:17]=[C:18]([Cl:20])[CH:19]=1)[NH2:16]. Product: [Cl:12][C:13]1[CH:14]=[C:15]([NH:16][C:2]([NH:3][C:8](=[O:9])[CH2:7][CH:6]([CH3:11])[CH3:5])=[S:1])[CH:17]=[C:18]([Cl:20])[CH:19]=1. The catalyst class is: 21. (4) Reactant: NC(N[C:5]([NH2:7])=[O:6])=O.C(N=C=O)CCCCCN=C=O.[C:20]([O-:33])(=[O:32])[CH2:21][CH2:22]CCCCCCCCC.C([Sn+2]CCCC)CCC.[C:43]([O-])(=[O:55])[CH2:44]CCCCCCCCCC.COC1C=CC(O)=CC=1. The catalyst class is: 11. Product: [C:20]([OH:33])(=[O:32])[CH:21]=[CH2:22].[NH2:7][C:5]([O:55][CH2:43][CH3:44])=[O:6]. (5) Reactant: [C:1]([O:5][C:6]([NH:8][C:9]1[C:10]([C:20](=[O:40])[CH:21]([C:34]2[N:38]([CH3:39])[N:37]=[CH:36][N:35]=2)[CH:22]([C:27]2[CH:32]=[CH:31][C:30]([F:33])=[CH:29][CH:28]=2)[CH2:23][N+]([O-])=O)=[C:11]([CH:16]=[C:17]([F:19])[CH:18]=1)[C:12]([O:14][CH3:15])=[O:13])=[O:7])([CH3:4])([CH3:3])[CH3:2].[H-].[Na+].O. The catalyst class is: 3. Product: [F:19][C:17]1[CH:16]=[C:11]([C:12]([O:14][CH3:15])=[O:13])[C:10]2[C:20](=[O:40])[CH:21]([C:34]3[N:38]([CH3:39])[N:37]=[CH:36][N:35]=3)[CH:22]([C:27]3[CH:28]=[CH:29][C:30]([F:33])=[CH:31][CH:32]=3)[CH2:23][N:8]([C:6]([O:5][C:1]([CH3:2])([CH3:4])[CH3:3])=[O:7])[C:9]=2[CH:18]=1. (6) Reactant: [F:1][C:2]1[C:3]([CH3:12])=[C:4]([CH:8]=[CH:9][C:10]=1[F:11])[C:5](Cl)=[O:6].[BH4-].[Na+]. Product: [F:1][C:2]1[C:3]([CH3:12])=[C:4]([CH:8]=[CH:9][C:10]=1[F:11])[CH2:5][OH:6]. The catalyst class is: 348.